This data is from Full USPTO retrosynthesis dataset with 1.9M reactions from patents (1976-2016). The task is: Predict the reactants needed to synthesize the given product. (1) Given the product [F:11][C:2]([F:1])([F:10])[C:3]1[CH:8]=[CH:7][N:6]=[C:5]([O:9][C:18]([N:12]2[CH2:17][CH2:16][O:15][CH2:14][CH2:13]2)=[O:19])[N:4]=1, predict the reactants needed to synthesize it. The reactants are: [F:1][C:2]([F:11])([F:10])[C:3]1[CH:8]=[CH:7][N:6]=[C:5]([OH:9])[N:4]=1.[N:12]1([C:18](Cl)=[O:19])[CH2:17][CH2:16][O:15][CH2:14][CH2:13]1.N12CCN(CC1)CC2.O. (2) The reactants are: C([O:8][C:9]1[CH:10]=[C:11]([CH:21]=[C:22]([O:24][C@@H:25]([CH3:38])[CH2:26][O:27][Si:28]([CH:35]([CH3:37])[CH3:36])([CH:32]([CH3:34])[CH3:33])[CH:29]([CH3:31])[CH3:30])[CH:23]=1)[C:12]([NH:14][C:15]1[CH:19]=[CH:18][N:17]([CH3:20])[N:16]=1)=[O:13])C1C=CC=CC=1. Given the product [OH:8][C:9]1[CH:10]=[C:11]([CH:21]=[C:22]([O:24][C@@H:25]([CH3:38])[CH2:26][O:27][Si:28]([CH:35]([CH3:37])[CH3:36])([CH:29]([CH3:31])[CH3:30])[CH:32]([CH3:33])[CH3:34])[CH:23]=1)[C:12]([NH:14][C:15]1[CH:19]=[CH:18][N:17]([CH3:20])[N:16]=1)=[O:13], predict the reactants needed to synthesize it. (3) Given the product [CH3:16][O:15][C:13]([C:12]1[CH2:11][C:17](=[O:18])[C:6]2[C:7](=[C:2]([Cl:1])[C:3]([CH3:10])=[C:4]([Cl:9])[CH:5]=2)[N:8]=1)=[O:14], predict the reactants needed to synthesize it. The reactants are: [Cl:1][C:2]1[C:7]([NH2:8])=[CH:6][CH:5]=[C:4]([Cl:9])[C:3]=1[CH3:10].[C:11]([C:17](OC)=[O:18])#[C:12][C:13]([O:15][CH3:16])=[O:14]. (4) Given the product [CH2:1]([N:8]([C@H:30]([CH:32]1[CH2:34][CH2:33]1)[CH3:31])[C:9](=[O:29])[CH2:10][N:11]1[C:24](=[O:26])[C@:14]2([C:22]3[C:17](=[CH:18][C:19]([Br:23])=[CH:20][CH:21]=3)[CH2:16][CH2:15]2)[NH:13][C:12]1=[O:28])[C:2]1[CH:3]=[CH:4][CH:5]=[CH:6][CH:7]=1, predict the reactants needed to synthesize it. The reactants are: [CH2:1]([N:8]([C@H:30]([CH:32]1[CH2:34][CH2:33]1)[CH3:31])[C:9](=[O:29])[CH2:10][NH:11][C:12](=[O:28])[NH:13][C@:14]1([C:24]([O:26]C)=O)[C:22]2[C:17](=[CH:18][C:19]([Br:23])=[CH:20][CH:21]=2)[CH2:16][CH2:15]1)[C:2]1[CH:7]=[CH:6][CH:5]=[CH:4][CH:3]=1.[Li+].[OH-].